This data is from Catalyst prediction with 721,799 reactions and 888 catalyst types from USPTO. The task is: Predict which catalyst facilitates the given reaction. (1) Reactant: [N+](C1C=CC(C2SC=CC=2)=CC=1NC(=O)C1C=CC(C2NN=NN=2)=CC=1)([O-])=O.[CH3:29][O:30][C:31]1[CH:53]=[CH:52][C:34]([C:35]([NH:37][C:38]2[CH:43]=[C:42]([C:44]3[NH:45][N:46]=[N:47][CH:48]=3)[CH:41]=[CH:40][C:39]=2[N+:49]([O-])=O)=[O:36])=[CH:33][CH:32]=1.CO. Product: [NH2:49][C:39]1[CH:40]=[CH:41][C:42]([C:44]2[NH:45][N:46]=[N:47][CH:48]=2)=[CH:43][C:38]=1[NH:37][C:35](=[O:36])[C:34]1[CH:52]=[CH:53][C:31]([O:30][CH3:29])=[CH:32][CH:33]=1. The catalyst class is: 13. (2) Reactant: [CH:1]1([C:7]2([CH3:15])[N:11]([CH3:12])[C:10](=[O:13])[NH:9][C:8]2=[O:14])[CH2:6][CH2:5][CH2:4][CH2:3][CH2:2]1.C([O-])([O-])=O.[K+].[K+].Br[CH2:23][C:24]([C:26]1[CH:27]=[N:28][N:29]([CH3:31])[CH:30]=1)=[O:25]. Product: [CH:1]1([C:7]2([CH3:15])[N:11]([CH3:12])[C:10](=[O:13])[N:9]([CH2:23][C:24]([C:26]3[CH:27]=[N:28][N:29]([CH3:31])[CH:30]=3)=[O:25])[C:8]2=[O:14])[CH2:2][CH2:3][CH2:4][CH2:5][CH2:6]1. The catalyst class is: 3. (3) Reactant: [OH:1][C:2]1[C:3]([C:12]([OH:14])=O)=[CH:4][CH:5]=[C:6]2[C:11]=1[N:10]=[CH:9][CH:8]=[CH:7]2.[NH:15]1[C:23]2[C:18](=[CH:19][CH:20]=[CH:21][CH:22]=2)[C:17]([CH2:24][CH2:25][NH2:26])=[CH:16]1.ON1C2C=CC=CC=2N=N1.Cl.CN(C)CCCN=C=NCC.C(N(CC)CC)C. Product: [NH:15]1[C:23]2[C:18](=[CH:19][CH:20]=[CH:21][CH:22]=2)[C:17]([CH2:24][CH2:25][NH:26][C:12]([C:3]2[C:2]([OH:1])=[C:11]3[C:6]([CH:7]=[CH:8][CH:9]=[N:10]3)=[CH:5][CH:4]=2)=[O:14])=[CH:16]1. The catalyst class is: 3.